Predict the product of the given reaction. From a dataset of Forward reaction prediction with 1.9M reactions from USPTO patents (1976-2016). (1) Given the reactants [Br:1][C:2]1[N:6]=[C:5]([C:7]2[CH:12]=[CH:11][CH:10]=[C:9]([O:13][C:14]([F:17])([F:16])[F:15])[CH:8]=2)[N:4]([CH3:18])[C:3]=1[C:19]([OH:21])=[O:20].[C:22](=O)([O-])[O-].[K+].[K+].IC, predict the reaction product. The product is: [CH3:22][O:20][C:19]([C:3]1[N:4]([CH3:18])[C:5]([C:7]2[CH:12]=[CH:11][CH:10]=[C:9]([O:13][C:14]([F:17])([F:16])[F:15])[CH:8]=2)=[N:6][C:2]=1[Br:1])=[O:21]. (2) Given the reactants [NH2:1][C:2]1[CH:3]=[C:4]([C:9]([F:12])([F:11])[F:10])[CH:5]=[C:6](Br)[CH:7]=1.OC1C=CC=C2C=1N=CC=C2.[NH:24]1[CH:28]=[CH:27][N:26]=[CH:25]1.C(=O)([O-])[O-].[K+].[K+].[OH-].[NH4+], predict the reaction product. The product is: [N:24]1([C:6]2[CH:7]=[C:2]([CH:3]=[C:4]([C:9]([F:10])([F:12])[F:11])[CH:5]=2)[NH2:1])[CH:28]=[CH:27][N:26]=[CH:25]1.